From a dataset of Reaction yield outcomes from USPTO patents with 853,638 reactions. Predict the reaction yield, written as a fraction of the theoretical maximum amount of product (1.0 means a 100% yield; for example, 0.34 means a 34% yield). (1) The reactants are [OH:1]/[N:2]=[C:3]1\[CH2:4][C:5]2([O:18][C:19]3[C:24]\1=[CH:23][CH:22]=[CH:21][CH:20]=3)[CH2:10][CH2:9][N:8]([C:11]([O:13][C:14]([CH3:17])([CH3:16])[CH3:15])=[O:12])[CH2:7][CH2:6]2.[CH3:25][C:26]1[CH:31]=[CH:30][C:29]([S:32](Cl)(=[O:34])=[O:33])=[CH:28][CH:27]=1. The catalyst is N1C=CC=CC=1. The product is [S:32]([O:1]/[N:2]=[C:3]1\[CH2:4][C:5]2([O:18][C:19]3[C:24]\1=[CH:23][CH:22]=[CH:21][CH:20]=3)[CH2:10][CH2:9][N:8]([C:11]([O:13][C:14]([CH3:17])([CH3:16])[CH3:15])=[O:12])[CH2:7][CH2:6]2)([C:29]1[CH:30]=[CH:31][C:26]([CH3:25])=[CH:27][CH:28]=1)(=[O:34])=[O:33]. The yield is 0.810. (2) The reactants are [CH2:1]([O:8][C:9]1[CH:10]=[C:11]([C@@H:15]([NH2:32])[C@@H:16]([C:18]2[CH:23]=[CH:22][CH:21]=[C:20]([O:24][CH2:25][C:26]3[CH:31]=[CH:30][CH:29]=[CH:28][CH:27]=3)[CH:19]=2)[NH2:17])[CH:12]=[CH:13][CH:14]=1)[C:2]1[CH:7]=[CH:6][CH:5]=[CH:4][CH:3]=1.N1C=CC=CC=1.[S:39](Cl)([C:42]1[CH:48]=[CH:47][C:45]([CH3:46])=[CH:44][CH:43]=1)(=[O:41])=[O:40]. The catalyst is C1COCC1. The product is [S:39]([NH:32][C@H:15]([C:11]1[CH:12]=[CH:13][CH:14]=[C:9]([O:8][CH2:1][C:2]2[CH:7]=[CH:6][CH:5]=[CH:4][CH:3]=2)[CH:10]=1)[C@@H:16]([C:18]1[CH:23]=[CH:22][CH:21]=[C:20]([O:24][CH2:25][C:26]2[CH:31]=[CH:30][CH:29]=[CH:28][CH:27]=2)[CH:19]=1)[NH2:17])([C:42]1[CH:48]=[CH:47][C:45]([CH3:46])=[CH:44][CH:43]=1)(=[O:41])=[O:40]. The yield is 0.753. (3) The reactants are [N+:1]([O-:4])([O-])=[O:2].[K+].[Br:6][C:7]1[CH:16]=[CH:15][CH:14]=[C:13]2[C:8]=1[CH:9]=[CH:10][N:11]=[CH:12]2.[OH-].[NH4+]. The catalyst is S(=O)(=O)(O)O. The product is [Br:6][C:7]1[CH:16]=[CH:15][C:14]([N+:1]([O-:4])=[O:2])=[C:13]2[C:8]=1[CH:9]=[CH:10][N:11]=[CH:12]2. The yield is 0.900. (4) The reactants are CC(OC(/N=N/C(OC(C)C)=O)=O)C.[Br:15][C:16]1[CH:17]=[CH:18][C:19]([OH:22])=[N:20][CH:21]=1.[CH3:23][N:24]1[CH2:29][CH2:28][CH:27](O)[CH2:26][CH2:25]1.C1(P(C2C=CC=CC=2)C2C=CC=CC=2)C=CC=CC=1. The catalyst is C1COCC1. The product is [Br:15][C:16]1[CH:17]=[CH:18][C:19]([O:22][CH:27]2[CH2:28][CH2:29][N:24]([CH3:23])[CH2:25][CH2:26]2)=[N:20][CH:21]=1. The yield is 0.680.